From a dataset of Full USPTO retrosynthesis dataset with 1.9M reactions from patents (1976-2016). Predict the reactants needed to synthesize the given product. (1) The reactants are: C(O[C:4]([C:6]1[CH:7]=[N:8][C:9]2[C:14]([C:15]=1[NH:16][CH:17]1[CH2:21][CH2:20][CH2:19][CH2:18]1)=[CH:13][CH:12]=[CH:11][C:10]=2[O:22][CH3:23])=[O:5])C.[CH3:24][CH:25]([N:28]=[C:29]=[O:30])[CH2:26][CH3:27]. Given the product [CH:25]([N:28]1[C:4](=[O:5])[C:6]2[CH:7]=[N:8][C:9]3[C:10]([O:22][CH3:23])=[CH:11][CH:12]=[CH:13][C:14]=3[C:15]=2[N:16]([CH:17]2[CH2:18][CH2:19][CH2:20][CH2:21]2)[C:29]1=[O:30])([CH2:26][CH3:27])[CH3:24], predict the reactants needed to synthesize it. (2) Given the product [CH3:1][O:2][C:3]([C:5]1[CH:6]=[CH:7][C:8]2[O:12][C:11]([C:13]([CH2:16][CH3:17])([C:18]3[CH:23]=[CH:22][C:21]([OH:24])=[C:20]([CH3:32])[CH:19]=3)[CH2:14][CH3:15])=[N:10][C:9]=2[CH:33]=1)=[O:4], predict the reactants needed to synthesize it. The reactants are: [CH3:1][O:2][C:3]([C:5]1[CH:6]=[CH:7][C:8]2[O:12][C:11]([C:13]([C:18]3[CH:23]=[CH:22][C:21]([O:24]CC4C=CC=CC=4)=[C:20]([CH3:32])[CH:19]=3)([CH2:16][CH3:17])[CH2:14][CH3:15])=[N:10][C:9]=2[CH:33]=1)=[O:4]. (3) Given the product [CH3:66][CH2:65][CH2:64][CH2:63][CH2:62][CH2:61][CH2:60][CH2:59][CH2:58][CH2:57][CH2:56][CH2:55][CH2:54][CH2:53][CH2:52][CH2:51][O:70][P:19]([O:18][CH2:17][CH2:23][N+:24]([CH3:27])([CH3:26])[CH3:25])([O-:21])=[O:20], predict the reactants needed to synthesize it. The reactants are: C([CH:17]([CH2:23][N+:24]([CH3:27])([CH3:26])[CH3:25])[O:18][P:19](O)([OH:21])=[O:20])CCCCCCCCCCCCCCC.OC1O[C@H](CO)[C@@H](O[C@@H]2O[C@H](CO)[C@H](O)[C@H](O)[C@H]2O)[C@H](O)[C@H]1O.[C:51]([O-:70])(=O)[CH2:52][CH2:53][CH2:54][CH2:55][CH2:56][CH2:57][CH2:58][CH2:59][CH2:60][CH2:61][CH2:62][CH2:63][CH2:64][CH2:65][CH2:66]CC.[Mg+2].[C:51]([O-:70])(=O)[CH2:52][CH2:53][CH2:54][CH2:55][CH2:56][CH2:57][CH2:58][CH2:59][CH2:60][CH2:61][CH2:62][CH2:63][CH2:64][CH2:65][CH2:66]CC.